From a dataset of Catalyst prediction with 721,799 reactions and 888 catalyst types from USPTO. Predict which catalyst facilitates the given reaction. (1) Product: [O:11]=[C:6]1[C:7]2[C:3](=[C:2]([NH:1][CH2:20][CH2:21][CH2:22][CH2:23][CH3:24])[CH:10]=[CH:9][CH:8]=2)[CH2:4][N:5]1[CH:12]1[CH2:17][CH2:16][C:15](=[O:18])[NH:14][C:13]1=[O:19]. The catalyst class is: 39. Reactant: [NH2:1][C:2]1[CH:10]=[CH:9][CH:8]=[C:7]2[C:3]=1[CH2:4][N:5]([CH:12]1[CH2:17][CH2:16][C:15](=[O:18])[NH:14][C:13]1=[O:19])[C:6]2=[O:11].[CH:20](=O)[CH2:21][CH2:22][CH2:23][CH3:24].C(O)(=O)C.C(O[BH-](OC(=O)C)OC(=O)C)(=O)C.[Na+]. (2) Reactant: [N:1]1[C:10]2[C:5](=[CH:6][CH:7]=[CH:8][CH:9]=2)[CH:4]=[CH:3][C:2]=1[CH2:11][CH2:12][NH2:13].[Cl:14][C:15]1[C:16](=[O:36])[N:17]([CH2:27][C:28]2[CH:33]=[CH:32][C:31]([O:34][CH3:35])=[CH:30][CH:29]=2)[CH:18]=[C:19]([CH2:25]Cl)[C:20]=1[C:21](OC)=[O:22]. Product: [Cl:14][C:15]1[C:16](=[O:36])[N:17]([CH2:27][C:28]2[CH:33]=[CH:32][C:31]([O:34][CH3:35])=[CH:30][CH:29]=2)[CH:18]=[C:19]2[CH2:25][N:13]([CH2:12][CH2:11][C:2]3[CH:3]=[CH:4][C:5]4[C:10](=[CH:9][CH:8]=[CH:7][CH:6]=4)[N:1]=3)[C:21](=[O:22])[C:20]=12. The catalyst class is: 14.